Dataset: Full USPTO retrosynthesis dataset with 1.9M reactions from patents (1976-2016). Task: Predict the reactants needed to synthesize the given product. (1) Given the product [CH2:12]([O:14][CH2:15][CH2:16][CH2:17][O:18][C:2]1[CH:7]=[CH:6][N+:5]([O-:8])=[CH:4][C:3]=1[CH3:9])[CH3:13], predict the reactants needed to synthesize it. The reactants are: Cl[C:2]1[CH:7]=[CH:6][N+:5]([O-:8])=[CH:4][C:3]=1[CH3:9].[OH-].[Na+].[CH2:12]([O:14][CH2:15][CH2:16][CH2:17][OH:18])[CH3:13].Cl. (2) Given the product [Cl:1][C:2]1[CH:29]=[CH:28][C:5]([CH2:6][NH:7][C:8]([C:10]2[C:11](=[O:27])[C:12]3[CH:18]=[C:17]([C:19]([N:21]4[CH2:22][CH2:23][O:24][CH2:25][CH2:26]4)=[O:20])[S:16][C:13]=3[N:14]([CH3:30])[CH:15]=2)=[O:9])=[CH:4][CH:3]=1, predict the reactants needed to synthesize it. The reactants are: [Cl:1][C:2]1[CH:29]=[CH:28][C:5]([CH2:6][NH:7][C:8]([C:10]2[C:11]([OH:27])=[C:12]3[CH:18]=[C:17]([C:19]([N:21]4[CH2:26][CH2:25][O:24][CH2:23][CH2:22]4)=[O:20])[S:16][C:13]3=[N:14][CH:15]=2)=[O:9])=[CH:4][CH:3]=1.[C:30](=O)([O-])[O-].[K+].[K+].IC.O. (3) Given the product [CH2:1]([O:8][C:9]([N:11]1[CH2:16][CH2:15][CH:14]([C:17](=[O:18])[NH:20][C:21]2[CH:26]=[C:25]([Cl:27])[N:24]=[CH:23][N:22]=2)[CH2:13][CH2:12]1)=[O:10])[C:2]1[CH:7]=[CH:6][CH:5]=[CH:4][CH:3]=1, predict the reactants needed to synthesize it. The reactants are: [CH2:1]([O:8][C:9]([N:11]1[CH2:16][CH2:15][CH:14]([C:17](Cl)=[O:18])[CH2:13][CH2:12]1)=[O:10])[C:2]1[CH:7]=[CH:6][CH:5]=[CH:4][CH:3]=1.[NH2:20][C:21]1[CH:26]=[C:25]([Cl:27])[N:24]=[CH:23][N:22]=1. (4) Given the product [CH3:37][O:36][C:35]1[CH:34]=[C:33]([CH3:38])[NH:32][C:31](=[O:39])[C:30]=1[CH2:29][NH:28][C:25]([C:3]1[C:2]([CH3:1])=[C:10]([CH:11]([CH:13]2[CH2:18][CH2:17][N:16]([CH2:19][CH2:20][C:21]([F:22])([F:23])[F:24])[CH2:15][CH2:14]2)[CH3:12])[N:5]2[C:4]=1[CH:9]=[CH:8][CH:7]=[N:6]2)=[O:26], predict the reactants needed to synthesize it. The reactants are: [CH3:1][C:2]1[C:3]([C:25](O)=[O:26])=[C:4]2[CH:9]=[CH:8][CH:7]=[N:6][N:5]2[C:10]=1[CH:11]([CH:13]1[CH2:18][CH2:17][N:16]([CH2:19][CH2:20][C:21]([F:24])([F:23])[F:22])[CH2:15][CH2:14]1)[CH3:12].[NH2:28][CH2:29][C:30]1[C:31](=[O:39])[NH:32][C:33]([CH3:38])=[CH:34][C:35]=1[O:36][CH3:37].C(N(CC)CC)C.F[P-](F)(F)(F)(F)F.C(C(=NO[C+](N(C)C)N1CCOCC1)C(OCC)=O)#N. (5) Given the product [CH2:14]([O:16][C:17](=[O:22])[C:18]([O:1][C:2]1[CH:3]=[C:4]([O:12][CH3:13])[C:5]([C:9](=[O:11])[CH3:10])=[CH:6][C:7]=1[CH3:8])([CH3:20])[CH3:19])[CH3:15], predict the reactants needed to synthesize it. The reactants are: [OH:1][C:2]1[C:7]([CH3:8])=[CH:6][C:5]([C:9](=[O:11])[CH3:10])=[C:4]([O:12][CH3:13])[CH:3]=1.[CH2:14]([O:16][C:17](=[O:22])[C:18](Br)([CH3:20])[CH3:19])[CH3:15].C(=O)([O-])[O-].[Cs+].[Cs+].[I-].[K+].Cl.[Cl-].[Na+].O.O. (6) Given the product [Br:1][C:10]1[C:5]([O:4][CH3:3])=[CH:6][C:7]([CH3:15])=[C:8]([CH2:11][CH2:12][C:13]#[N:14])[CH:9]=1, predict the reactants needed to synthesize it. The reactants are: [Br:1]Br.[CH3:3][O:4][C:5]1[CH:10]=[CH:9][C:8]([CH2:11][CH2:12][C:13]#[N:14])=[C:7]([CH3:15])[CH:6]=1.C([O-])(=O)C.[Na+].